Dataset: Full USPTO retrosynthesis dataset with 1.9M reactions from patents (1976-2016). Task: Predict the reactants needed to synthesize the given product. (1) Given the product [NH2:21][C:22]1[C:27]([C:28]([OH:30])=[O:29])=[C:26]([NH:1][C@H:2]([C:4]2[N:9]([C:10]3[CH:15]=[CH:14][CH:13]=[CH:12][CH:11]=3)[C:8](=[O:16])[C:7]3=[C:17]([CH3:20])[CH:18]=[CH:19][N:6]3[N:5]=2)[CH3:3])[N:25]=[CH:24][N:23]=1, predict the reactants needed to synthesize it. The reactants are: [NH2:1][C@H:2]([C:4]1[N:9]([C:10]2[CH:15]=[CH:14][CH:13]=[CH:12][CH:11]=2)[C:8](=[O:16])[C:7]2=[C:17]([CH3:20])[CH:18]=[CH:19][N:6]2[N:5]=1)[CH3:3].[NH2:21][C:22]1[C:27]([C:28]([OH:30])=[O:29])=[C:26](Cl)[N:25]=[CH:24][N:23]=1.CCN(C(C)C)C(C)C.[F-].[Cs+]. (2) Given the product [Cl:31][C:28]1[CH:29]=[CH:30][C:25]([CH:10]2[C:5]3[N:6]([CH:7]([CH3:9])[CH3:8])[C:2]([C:37]4[C:38]([O:40][CH3:41])=[N:39][C:34]([O:33][CH3:32])=[N:35][CH:36]=4)=[N:3][C:4]=3[C:12](=[O:13])[N:11]2[C:14]2[CH:15]=[C:16]([CH3:24])[C:17]3[N:18]([C:20]([CH3:23])=[N:21][N:22]=3)[CH:19]=2)=[CH:26][CH:27]=1, predict the reactants needed to synthesize it. The reactants are: Br[C:2]1[N:6]([CH:7]([CH3:9])[CH3:8])[C:5]2[CH:10]([C:25]3[CH:30]=[CH:29][C:28]([Cl:31])=[CH:27][CH:26]=3)[N:11]([C:14]3[CH:15]=[C:16]([CH3:24])[C:17]4[N:18]([C:20]([CH3:23])=[N:21][N:22]=4)[CH:19]=3)[C:12](=[O:13])[C:4]=2[N:3]=1.[CH3:32][O:33][C:34]1[N:39]=[C:38]([O:40][CH3:41])[C:37](B(O)O)=[CH:36][N:35]=1. (3) Given the product [CH3:44][CH:43]([O:46][C:47]1[N:48]=[C:49]([C:8]2[CH:9]=[C:10]3[C:14](=[CH:15][CH:16]=2)[N:13]([CH:17]2[CH2:22][CH2:21][CH2:20][CH2:19][O:18]2)[N:12]=[C:11]3[C:23]2[N:28]=[C:27]([O:29][C@@H:30]3[CH2:35][CH2:34][CH2:33][N:32]([C:36]([O:38][C:39]([CH3:40])([CH3:41])[CH3:42])=[O:37])[CH2:31]3)[CH:26]=[N:25][CH:24]=2)[CH:50]=[N:51][CH:52]=1)[CH3:45], predict the reactants needed to synthesize it. The reactants are: C([O-])([O-])=O.[Cs+].[Cs+].Br[C:8]1[CH:9]=[C:10]2[C:14](=[CH:15][CH:16]=1)[N:13]([CH:17]1[CH2:22][CH2:21][CH2:20][CH2:19][O:18]1)[N:12]=[C:11]2[C:23]1[N:28]=[C:27]([O:29][C@@H:30]2[CH2:35][CH2:34][CH2:33][N:32]([C:36]([O:38][C:39]([CH3:42])([CH3:41])[CH3:40])=[O:37])[CH2:31]2)[CH:26]=[N:25][CH:24]=1.[CH:43]([O:46][C:47]1[CH:52]=[N:51][CH:50]=[C:49](B2OC(C)(C)C(C)(C)O2)[N:48]=1)([CH3:45])[CH3:44]. (4) Given the product [CH3:14][C:13]([CH3:15])([CH3:16])[C@@H:11]([N:7]1[CH2:6][CH2:5][C:4]([C:17]2[CH:22]=[CH:21][C:20]([F:23])=[CH:19][CH:18]=2)([CH2:1][CH2:2][OH:36])[O:9][C:8]1=[O:10])[CH3:12], predict the reactants needed to synthesize it. The reactants are: [CH2:1]([C@:4]1([C:17]2[CH:22]=[CH:21][C:20]([F:23])=[CH:19][CH:18]=2)[O:9][C:8](=[O:10])[N:7]([C@H:11]([C:13]([CH3:16])([CH3:15])[CH3:14])[CH3:12])[CH2:6][CH2:5]1)[CH:2]=C.FC1C=CC(C2(CCO)[O:36]C(=O)NCC2)=CC=1. (5) The reactants are: C[O:2][CH2:3][C@H:4]([CH3:34])[O:5][C:6]1[CH:7]=[C:8]([CH:20]=[C:21]([C:23]2[NH:24][C:25]([C:28]3[O:29][C@@H:30]([CH3:33])[CH2:31][N:32]=3)=[CH:26][CH:27]=2)[CH:22]=1)[O:9][C:10]1[CH:11]=[CH:12][C:13]([C:16]([NH:18][CH3:19])=[O:17])=[N:14][CH:15]=1.B(Br)(Br)Br.C(=O)([O-])O.[Na+]. Given the product [OH:2][CH2:3][C@H:4]([CH3:34])[O:5][C:6]1[CH:7]=[C:8]([CH:20]=[C:21]([C:23]2[NH:24][C:25]([C:28]3[O:29][C@@H:30]([CH3:33])[CH2:31][N:32]=3)=[CH:26][CH:27]=2)[CH:22]=1)[O:9][C:10]1[CH:11]=[CH:12][C:13]([C:16]([NH:18][CH3:19])=[O:17])=[N:14][CH:15]=1, predict the reactants needed to synthesize it. (6) Given the product [Cl:1][C:2]1[C:7]([I:8])=[C:6]([Cl:14])[N:5]=[C:4]([S:10][CH3:11])[N:3]=1, predict the reactants needed to synthesize it. The reactants are: [Cl:1][C:2]1[C:7]([I:8])=[C:6](O)[N:5]=[C:4]([S:10][CH3:11])[N:3]=1.P(Cl)(Cl)([Cl:14])=O. (7) Given the product [NH2:1][C:2]1[C:7]2=[C:8]([Br:15])[CH:9]=[C:10]([C:11](=[O:14])[CH2:12][Cl:13])[N:6]2[N:5]=[CH:4][N:3]=1, predict the reactants needed to synthesize it. The reactants are: [NH2:1][C:2]1[C:7]2=[CH:8][CH:9]=[C:10]([C:11](=[O:14])[CH2:12][Cl:13])[N:6]2[N:5]=[CH:4][N:3]=1.[Br:15]N1C(C)(C)C(=O)N(Br)C1=O. (8) Given the product [O:19]=[C:13]1[CH:12]([N:5]2[C:4](=[O:20])[C:3]3[C:7](=[CH:8][CH:9]=[CH:10][C:2]=3[NH:1][C:26](=[O:27])[C:25]3[CH:29]=[CH:30][C:22]([F:21])=[CH:23][CH:24]=3)[C:6]2=[O:11])[CH2:17][CH2:16][C:15](=[O:18])[NH:14]1, predict the reactants needed to synthesize it. The reactants are: [NH2:1][C:2]1[CH:10]=[CH:9][CH:8]=[C:7]2[C:3]=1[C:4](=[O:20])[N:5]([CH:12]1[CH2:17][CH2:16][C:15](=[O:18])[NH:14][C:13]1=[O:19])[C:6]2=[O:11].[F:21][C:22]1[CH:30]=[CH:29][C:25]([C:26](Cl)=[O:27])=[CH:24][CH:23]=1.CO. (9) Given the product [C:11]([N:1]1[C:9]2[C:4](=[CH:5][CH:6]=[CH:7][CH:8]=2)[C:3](=[C:3]([OH:20])[C:4]2[CH:9]=[CH:8][CH:7]=[CH:6][CH:5]=2)[C:2]1=[O:10])(=[O:18])[C:12]1[CH:17]=[CH:16][CH:15]=[CH:14][CH:13]=1, predict the reactants needed to synthesize it. The reactants are: [NH:1]1[C:9]2[C:4](=[CH:5][CH:6]=[CH:7][CH:8]=2)[CH2:3][C:2]1=[O:10].[C:11](Cl)(=[O:18])[C:12]1[CH:17]=[CH:16][CH:15]=[CH:14][CH:13]=1.[OH2:20].Cl.